Dataset: Forward reaction prediction with 1.9M reactions from USPTO patents (1976-2016). Task: Predict the product of the given reaction. Given the reactants [Cl:1][C:2]1[CH:7]=[CH:6][C:5]([S:8](Cl)(=[O:10])=[O:9])=[CH:4][CH:3]=1.[F:12][C:13]1[CH:18]=[CH:17][C:16]([C@@H:19]([NH2:22])[CH2:20][CH3:21])=[CH:15][CH:14]=1, predict the reaction product. The product is: [Cl:1][C:2]1[CH:7]=[CH:6][C:5]([S:8]([NH:22][C@H:19]([C:16]2[CH:15]=[CH:14][C:13]([F:12])=[CH:18][CH:17]=2)[CH2:20][CH3:21])(=[O:10])=[O:9])=[CH:4][CH:3]=1.